Dataset: CYP2D6 inhibition data for predicting drug metabolism from PubChem BioAssay. Task: Regression/Classification. Given a drug SMILES string, predict its absorption, distribution, metabolism, or excretion properties. Task type varies by dataset: regression for continuous measurements (e.g., permeability, clearance, half-life) or binary classification for categorical outcomes (e.g., BBB penetration, CYP inhibition). Dataset: cyp2d6_veith. The molecule is O=C1C2=C(NC(=S)NC2c2ccc(Cl)cc2)NC(c2ccc(Cl)cc2)N1c1ccc(Cl)cc1. The result is 1 (inhibitor).